This data is from Reaction yield outcomes from USPTO patents with 853,638 reactions. The task is: Predict the reaction yield, written as a fraction of the theoretical maximum amount of product (1.0 means a 100% yield; for example, 0.34 means a 34% yield). (1) The reactants are ClC1[CH:3]=[C:4]2[C:8](=[CH:9][CH:10]=1)[N:7]([C:11]1[CH:12]=[N:13][CH:14]=[C:15]([CH:19]=1)[C:16](O)=[O:17])[CH:6]=[C:5]2[C:20]1[C:21](=[O:34])[NH:22][C:23](=[O:33])[C:24]=1[C:25]1[CH:30]=[CH:29][CH:28]=[CH:27][C:26]=1[O:31][CH3:32].C1C=CC2N(O)N=[N:41]C=2C=1.C1CCC(N=C=NC2CCCCC2)CC1.N.[CH2:61]([Cl:63])Cl. The catalyst is CN(C=O)C. The product is [Cl:63][C:61]1[CH:3]=[C:4]2[C:8](=[CH:9][CH:10]=1)[N:7]([C:11]1[CH:12]=[N:13][CH:14]=[C:15]([CH:19]=1)[C:16]([NH2:41])=[O:17])[CH:6]=[C:5]2[C:20]1[C:21](=[O:34])[NH:22][C:23](=[O:33])[C:24]=1[C:25]1[CH:30]=[CH:29][CH:28]=[CH:27][C:26]=1[O:31][CH3:32]. The yield is 0.460. (2) The reactants are [OH-].[Na+].C([O:5][C:6](=[O:45])[CH2:7][C:8]1[CH:9]=[N:10][C:11]([C:14]2[CH:19]=[CH:18][C:17]([C:20]([CH2:42][CH3:43])([C:23]3[CH:28]=[CH:27][C:26](/[CH:29]=[CH:30]/[C:31]([OH:40])([C:36]([F:39])([F:38])[F:37])[C:32]([F:35])([F:34])[F:33])=[C:25]([CH3:41])[CH:24]=3)[CH2:21][CH3:22])=[CH:16][C:15]=2[CH3:44])=[N:12][CH:13]=1)C.Cl. The product is [CH2:21]([C:20]([C:17]1[CH:18]=[CH:19][C:14]([C:11]2[N:12]=[CH:13][C:8]([CH2:7][C:6]([OH:45])=[O:5])=[CH:9][N:10]=2)=[C:15]([CH3:44])[CH:16]=1)([C:23]1[CH:28]=[CH:27][C:26](/[CH:29]=[CH:30]/[C:31]([OH:40])([C:36]([F:38])([F:39])[F:37])[C:32]([F:35])([F:33])[F:34])=[C:25]([CH3:41])[CH:24]=1)[CH2:42][CH3:43])[CH3:22]. The catalyst is CO. The yield is 0.990. (3) The reactants are [Cl-].O[NH3+:3].[C:4](=[O:7])([O-])[OH:5].[Na+].CS(C)=O.[CH2:13]([C:15]1[N:16]([C:40]2[CH:45]=[CH:44][CH:43]=[CH:42][CH:41]=2)[C:17](=[O:39])[C:18]([CH2:24][C:25]2[CH:30]=[CH:29][C:28]([C:31]3[C:32]([C:37]#[N:38])=[CH:33][CH:34]=[CH:35][CH:36]=3)=[CH:27][CH:26]=2)=[C:19]([CH2:21][CH2:22][CH3:23])[N:20]=1)[CH3:14]. The catalyst is C(OCC)(=O)C. The product is [CH2:13]([C:15]1[N:16]([C:40]2[CH:45]=[CH:44][CH:43]=[CH:42][CH:41]=2)[C:17](=[O:39])[C:18]([CH2:24][C:25]2[CH:30]=[CH:29][C:28]([C:31]3[CH:36]=[CH:35][CH:34]=[CH:33][C:32]=3[C:37]3[NH:3][C:4](=[O:7])[O:5][N:38]=3)=[CH:27][CH:26]=2)=[C:19]([CH2:21][CH2:22][CH3:23])[N:20]=1)[CH3:14]. The yield is 0.400. (4) The reactants are [OH:1][C:2]1[CH:7]=[CH:6][CH:5]=[CH:4][C:3]=1[C:8]1[CH:13]=[CH:12][N:11]=[CH:10][C:9]=1[N:14]([CH3:31])[C:15](=[O:30])[C:16]1[CH:21]=[C:20]([C:22]([F:25])([F:24])[F:23])[CH:19]=[C:18]([S:26]([CH3:29])(=[O:28])=[O:27])[CH:17]=1.C([O-])([O-])=O.[K+].[K+].[CH:38]1(Br)[CH2:41][CH2:40][CH2:39]1.C([O-])(O)=O.[Na+]. The catalyst is CN(C=O)C.CCOC(C)=O. The product is [CH:38]1([O:1][C:2]2[CH:7]=[CH:6][CH:5]=[CH:4][C:3]=2[C:8]2[CH:13]=[CH:12][N:11]=[CH:10][C:9]=2[N:14]([CH3:31])[C:15](=[O:30])[C:16]2[CH:21]=[C:20]([C:22]([F:24])([F:25])[F:23])[CH:19]=[C:18]([S:26]([CH3:29])(=[O:28])=[O:27])[CH:17]=2)[CH2:41][CH2:40][CH2:39]1. The yield is 0.350. (5) The yield is 0.830. The catalyst is C1COCC1. The reactants are [CH3:1][C:2]1[O:6][N:5]=[C:4]([C:7]2[CH:12]=[CH:11][CH:10]=[CH:9][CH:8]=2)[C:3]=1[CH2:13][OH:14].[H-].[Na+].[Cl:17][C:18]1[N:19]=[N:20][C:21](Cl)=[CH:22][CH:23]=1. The product is [Cl:17][C:18]1[N:19]=[N:20][C:21]([O:14][CH2:13][C:3]2[C:4]([C:7]3[CH:12]=[CH:11][CH:10]=[CH:9][CH:8]=3)=[N:5][O:6][C:2]=2[CH3:1])=[CH:22][CH:23]=1.